This data is from Catalyst prediction with 721,799 reactions and 888 catalyst types from USPTO. The task is: Predict which catalyst facilitates the given reaction. (1) Reactant: CS([C:5]1[N:10]=[C:9]([N:11]2[C:15]([NH2:16])=[N:14][C:13]([NH:17][C:18]3[CH:23]=[CH:22][CH:21]=[CH:20][CH:19]=3)=[N:12]2)[CH:8]=[C:7]([NH:24][C:25]2[CH:30]=[CH:29][CH:28]=[CH:27][CH:26]=2)[N:6]=1)(=O)=O.[OH-:31].[Na+]. Product: [NH2:16][C:15]1[N:11]([C:9]2[CH:8]=[C:7]([NH:24][C:25]3[CH:30]=[CH:29][CH:28]=[CH:27][CH:26]=3)[NH:6][C:5](=[O:31])[N:10]=2)[N:12]=[C:13]([NH:17][C:18]2[CH:23]=[CH:22][CH:21]=[CH:20][CH:19]=2)[N:14]=1. The catalyst class is: 3. (2) Reactant: Br[C:2]1[CH:3]=[C:4]2[C:9](=[CH:10][CH:11]=1)[C:8](=[O:12])[NH:7][N:6]=[C:5]2[Cl:13].Cl.[O:15]([C:22]1[CH:29]=[CH:28][CH:27]=[CH:26][C:23]=1[CH2:24][NH2:25])[C:16]1[CH:21]=[CH:20][CH:19]=[CH:18][CH:17]=1.C1C=CC(P(C2C(C3C(P(C4C=CC=CC=4)C4C=CC=CC=4)=CC=C4C=3C=CC=C4)=C3C(C=CC=C3)=CC=2)C2C=CC=CC=2)=CC=1.CC([O-])(C)C.[Na+]. Product: [Cl:13][C:5]1[C:4]2[C:9](=[CH:10][CH:11]=[C:2]([NH:25][CH2:24][C:23]3[CH:26]=[CH:27][CH:28]=[CH:29][C:22]=3[O:15][C:16]3[CH:21]=[CH:20][CH:19]=[CH:18][CH:17]=3)[CH:3]=2)[C:8](=[O:12])[NH:7][N:6]=1. The catalyst class is: 686.